Dataset: Forward reaction prediction with 1.9M reactions from USPTO patents (1976-2016). Task: Predict the product of the given reaction. (1) Given the reactants NC1C=CC(C(N[C@@H](CCSC)C(OC)=O)=O)=C(CC2C=CC=CC=2)C=1.[OH2:27].[OH2:28].[Cr](O[Cr]([O-])(=O)=O)([O-])(=O)=O.[Na+].[Na+].[Br:40][C:41]1[CH:46]=[C:45]([N+:47]([O-:49])=[O:48])[CH:44]=[CH:43][C:42]=1[CH3:50].S(=O)(=O)(O)O, predict the reaction product. The product is: [Br:40][C:41]1[CH:46]=[C:45]([N+:47]([O-:49])=[O:48])[CH:44]=[CH:43][C:42]=1[C:50]([OH:28])=[O:27]. (2) Given the reactants Cl[C:2]1[C:11]2=[N:12][N:13](CC3C=CC(OC)=CC=3)[CH:14]=[C:10]2[C:9]2[CH:8]=[C:7]([O:24][CH3:25])[CH:6]=[CH:5][C:4]=2[N:3]=1.[CH3:26][N:27]1[CH2:32][CH2:31][CH:30]([O:33][C:34]2[N:39]=[CH:38][C:37]([NH2:40])=[CH:36][CH:35]=2)[CH2:29][CH2:28]1.Cl, predict the reaction product. The product is: [CH3:25][O:24][C:7]1[CH:6]=[CH:5][C:4]2[N:3]=[C:2]([NH:40][C:37]3[CH:38]=[N:39][C:34]([O:33][CH:30]4[CH2:31][CH2:32][N:27]([CH3:26])[CH2:28][CH2:29]4)=[CH:35][CH:36]=3)[C:11]3=[N:12][NH:13][CH:14]=[C:10]3[C:9]=2[CH:8]=1. (3) Given the reactants [F:1][C:2]1[CH:3]=[C:4]([S:8](Cl)(=[O:10])=[O:9])[CH:5]=[CH:6][CH:7]=1.[C:12]([N:15]1[C:23]2[C:18](=[CH:19][C:20]([OH:24])=[CH:21][CH:22]=2)[CH:17]=[N:16]1)(=[O:14])[CH3:13].C(N(CC)CC)C.O, predict the reaction product. The product is: [F:1][C:2]1[CH:3]=[C:4]([S:8]([O:24][C:20]2[CH:19]=[C:18]3[C:23](=[CH:22][CH:21]=2)[N:15]([C:12](=[O:14])[CH3:13])[N:16]=[CH:17]3)(=[O:10])=[O:9])[CH:5]=[CH:6][CH:7]=1. (4) Given the reactants [F:1][C:2]1[C:3]([C@@:8]23[O:16][CH2:15][O:14][C@@H:9]2[CH2:10][NH:11][CH2:12][CH2:13]3)=[N:4][CH:5]=[CH:6][CH:7]=1.[Cl:17][C:18]1[CH:19]=[C:20]([CH:24]=[CH:25][C:26]=1[F:27])[C:21](O)=[O:22].CN(C(ON1N=NC2C=CC=NC1=2)=[N+](C)C)C.F[P-](F)(F)(F)(F)F.C(N(CC)CC)C, predict the reaction product. The product is: [F:1][C:2]1[C:3]([C@@:8]23[O:16][CH2:15][O:14][C@@H:9]2[CH2:10][N:11]([C:21]([C:20]2[CH:24]=[CH:25][C:26]([F:27])=[C:18]([Cl:17])[CH:19]=2)=[O:22])[CH2:12][CH2:13]3)=[N:4][CH:5]=[CH:6][CH:7]=1. (5) Given the reactants [F:1][CH:2]([F:31])[C:3]1[N:8]2[N:9]=[CH:10][C:11]([C:12](O)=O)=[C:7]2[N:6]=[C:5]([C:15]2[CH:20]=[CH:19][C:18]([C:21]([F:24])([F:23])[F:22])=[C:17]([O:25][CH2:26][C:27]([F:30])([F:29])[F:28])[CH:16]=2)[CH:4]=1.[NH2:32][C:33]1[CH:42]=[CH:41][C:36]([C:37]([NH:39][OH:40])=[NH:38])=[CH:35][N:34]=1, predict the reaction product. The product is: [F:31][CH:2]([F:1])[C:3]1[N:8]2[N:9]=[CH:10][C:11]([C:12]3[O:40][N:39]=[C:37]([C:36]4[CH:41]=[CH:42][C:33]([NH2:32])=[N:34][CH:35]=4)[N:38]=3)=[C:7]2[N:6]=[C:5]([C:15]2[CH:20]=[CH:19][C:18]([C:21]([F:22])([F:23])[F:24])=[C:17]([O:25][CH2:26][C:27]([F:30])([F:29])[F:28])[CH:16]=2)[CH:4]=1.